Dataset: Catalyst prediction with 721,799 reactions and 888 catalyst types from USPTO. Task: Predict which catalyst facilitates the given reaction. (1) Reactant: [CH3:1][O:2][C:3](=[O:28])[C:4]1[CH:9]=[C:8]([C:10](=[O:26])[C:11]2[CH:16]=[CH:15][C:14]([N:17]([C:19]3[CH:24]=[CH:23][C:22]([Cl:25])=[CH:21][CH:20]=3)[CH3:18])=[CH:13][CH:12]=2)[CH:7]=[C:6]([NH2:27])[CH:5]=1.[Cl:29][C:30]1[CH:38]=[C:37]([Cl:39])[CH:36]=[CH:35][C:31]=1[C:32](Cl)=[O:33].C1(C)C=CC=CC=1. Product: [CH3:1][O:2][C:3](=[O:28])[C:4]1[CH:5]=[C:6]([NH:27][C:32](=[O:33])[C:31]2[CH:35]=[CH:36][C:37]([Cl:39])=[CH:38][C:30]=2[Cl:29])[CH:7]=[C:8]([C:10](=[O:26])[C:11]2[CH:16]=[CH:15][C:14]([N:17]([C:19]3[CH:24]=[CH:23][C:22]([Cl:25])=[CH:21][CH:20]=3)[CH3:18])=[CH:13][CH:12]=2)[CH:9]=1. The catalyst class is: 5. (2) Reactant: [F:1][C:2]([F:16])([C:6]1[CH:11]=[CH:10][CH:9]=[C:8]([S:12]([CH3:15])(=[O:14])=[O:13])[CH:7]=1)[C:3]([OH:5])=O.P(Cl)(Cl)(Cl)=O.Cl.[NH2:23][CH2:24][C:25]1[CH:26]=[C:27]2[C:31](=[CH:32][CH:33]=1)[C:30](=[O:34])[N:29]([CH:35]1[CH2:40][CH2:39][C:38](=[O:41])[NH:37][C:36]1=[O:42])[CH2:28]2.C(=O)(O)[O-].[Na+]. Product: [O:42]=[C:36]1[CH:35]([N:29]2[CH2:28][C:27]3[C:31](=[CH:32][CH:33]=[C:25]([CH2:24][NH:23][C:3](=[O:5])[C:2]([F:1])([F:16])[C:6]4[CH:11]=[CH:10][CH:9]=[C:8]([S:12]([CH3:15])(=[O:14])=[O:13])[CH:7]=4)[CH:26]=3)[C:30]2=[O:34])[CH2:40][CH2:39][C:38](=[O:41])[NH:37]1. The catalyst class is: 17. (3) Reactant: [Cl:1][C:2]1[CH:7]=[CH:6][C:5]([NH:8][C:9]2[O:10][C:11]3[CH:17]=[CH:16][C:15]([O:18][C:19]4[CH:24]=[CH:23][N:22]=[C:21]5[CH:25]=[C:26]([C:28]6[N:33]=[CH:32][C:31]([CH2:34][N:35]7[CH2:40][CH2:39][CH:38]([NH:41]C(=O)OC(C)(C)C)[CH2:37][CH2:36]7)=[CH:30][CH:29]=6)[S:27][C:20]=45)=[CH:14][C:12]=3[N:13]=2)=[CH:4][CH:3]=1.Cl.O1CCOCC1. Product: [NH2:41][CH:38]1[CH2:37][CH2:36][N:35]([CH2:34][C:31]2[CH:30]=[CH:29][C:28]([C:26]3[S:27][C:20]4[C:21](=[N:22][CH:23]=[CH:24][C:19]=4[O:18][C:15]4[CH:16]=[CH:17][C:11]5[O:10][C:9]([NH:8][C:5]6[CH:6]=[CH:7][C:2]([Cl:1])=[CH:3][CH:4]=6)=[N:13][C:12]=5[CH:14]=4)[CH:25]=3)=[N:33][CH:32]=2)[CH2:40][CH2:39]1. The catalyst class is: 2. (4) Reactant: F[C:2]1[CH:7]=[CH:6][C:5]([N+:8]([O-:10])=[O:9])=[C:4]([O:11][CH3:12])[CH:3]=1.[CH2:13]([N:20]1[CH:25]2[CH2:26][O:27][CH2:28][CH:21]1[CH2:22][NH:23][CH2:24]2)[C:14]1[CH:19]=[CH:18][CH:17]=[CH:16][CH:15]=1.C(=O)([O-])[O-].[Cs+].[Cs+]. The catalyst class is: 44. Product: [CH2:13]([N:20]1[CH:25]2[CH2:24][N:23]([C:2]3[CH:7]=[CH:6][C:5]([N+:8]([O-:10])=[O:9])=[C:4]([O:11][CH3:12])[CH:3]=3)[CH2:22][CH:21]1[CH2:28][O:27][CH2:26]2)[C:14]1[CH:19]=[CH:18][CH:17]=[CH:16][CH:15]=1. (5) Reactant: [OH:1][CH2:2][C:3]([CH3:8])([CH3:7])[C:4]([OH:6])=O.CCN(C(C)C)C(C)C.CN(C(ON1N=NC2C=CC=NC1=2)=[N+](C)C)C.F[P-](F)(F)(F)(F)F.[CH3:42][N:43]1[C:52]2[C:47](=[CH:48][N:49]=[C:50]([CH3:53])[CH:51]=2)[CH:46]=[C:45]([C:54]2[CH:55]=[C:56]([NH:61]/[C:62](/[NH2:65])=[N:63]/O)[CH:57]=[CH:58][C:59]=2[CH3:60])[C:44]1=[O:66]. Product: [OH:1][CH2:2][C:3]([C:4]1[O:6][N:63]=[C:62]([NH:61][C:56]2[CH:57]=[CH:58][C:59]([CH3:60])=[C:54]([C:45]3[C:44](=[O:66])[N:43]([CH3:42])[C:52]4[C:47]([CH:46]=3)=[CH:48][N:49]=[C:50]([CH3:53])[CH:51]=4)[CH:55]=2)[N:65]=1)([CH3:8])[CH3:7]. The catalyst class is: 3. (6) Reactant: [NH2:1][C:2]1[S:10][C:5]2[CH2:6][O:7][CH2:8][CH2:9][C:4]=2[C:3]=1[C:11]([NH2:13])=[O:12].[F:14][C:15]([F:30])([F:29])[C:16]1[C:24]2[CH2:23][CH2:22][CH2:21][CH2:20][C:19]=2[N:18]([CH2:25][C:26](O)=[O:27])[N:17]=1.C(N1C=CN=C1)(N1C=CN=C1)=O. Product: [F:30][C:15]([F:14])([F:29])[C:16]1[C:24]2[CH2:23][CH2:22][CH:21]=[CH:20][C:19]=2[N:18]([CH2:25][C:26]([NH:1][C:2]2[S:10][C:5]3[CH2:6][O:7][CH2:8][CH2:9][C:4]=3[C:3]=2[C:11]([NH2:13])=[O:12])=[O:27])[N:17]=1. The catalyst class is: 59.